This data is from Forward reaction prediction with 1.9M reactions from USPTO patents (1976-2016). The task is: Predict the product of the given reaction. (1) Given the reactants [NH2:1][CH:2]1[CH2:7][CH2:6][N:5]([C:8]([O:10][C:11]([CH3:14])([CH3:13])[CH3:12])=[O:9])[CH2:4][CH2:3]1.[C:15]([N:18]1[C:27]2[C:22](=[CH:23][C:24](Br)=[CH:25][CH:26]=2)[C@H:21]([NH:29][C:30](=[O:39])[O:31][CH2:32][C:33]2[CH:38]=[CH:37][CH:36]=[CH:35][CH:34]=2)[C@@H:20]([CH3:40])[C@@H:19]1[CH3:41])(=[O:17])[CH3:16].CN(C1C(C2C(P(C3CCCCC3)C3CCCCC3)=CC=CC=2)=CC=CC=1)C.CC(C)([O-])C.[Na+], predict the reaction product. The product is: [C:15]([N:18]1[C:27]2[C:22](=[CH:23][C:24]([NH:1][CH:2]3[CH2:3][CH2:4][N:5]([C:8]([O:10][C:11]([CH3:14])([CH3:13])[CH3:12])=[O:9])[CH2:6][CH2:7]3)=[CH:25][CH:26]=2)[C@H:21]([NH:29][C:30]([O:31][CH2:32][C:33]2[CH:38]=[CH:37][CH:36]=[CH:35][CH:34]=2)=[O:39])[C@@H:20]([CH3:40])[C@@H:19]1[CH3:41])(=[O:17])[CH3:16]. (2) Given the reactants [OH:1][CH2:2][C:3]1[C:4](=[O:12])[N:5]([CH2:9][CH2:10][CH3:11])[CH:6]=[CH:7][CH:8]=1.[CH3:13][S:14](Cl)(=[O:16])=[O:15].C(N(CC)CC)C, predict the reaction product. The product is: [CH3:13][S:14]([O:1][CH2:2][C:3]1[C:4](=[O:12])[N:5]([CH2:9][CH2:10][CH3:11])[CH:6]=[CH:7][CH:8]=1)(=[O:16])=[O:15]. (3) Given the reactants [CH3:1][O:2][N:3]([CH3:21])[C:4]([CH:6]1[CH2:9][C:8](=[CH:10][C:11]([O:13]CC2C=CC=CC=2)=[O:12])[CH2:7]1)=[O:5], predict the reaction product. The product is: [CH3:1][O:2][N:3]([CH3:21])[C:4]([CH:6]1[CH2:9][CH:8]([CH2:10][C:11]([OH:13])=[O:12])[CH2:7]1)=[O:5]. (4) Given the reactants [Cl:1][C:2]1[C:10]2[C:5](=[CH:6][C:7]([S:11]([NH:14][C@H:15]3[CH2:19][CH2:18][N:17]([C:20]4[CH:21]=[C:22]5[C:26](=[CH:27][CH:28]=4)[CH:25]([N:29]([CH3:31])[CH3:30])[CH2:24][CH2:23]5)[C:16]3=[O:32])(=[O:13])=[O:12])=[CH:8][CH:9]=2)[N:4]([Si](C(C)C)(C(C)C)C(C)C)[CH:3]=1.O.[F-].C([N+](CC)(CC)CC)C, predict the reaction product. The product is: [Cl:1][C:2]1[C:10]2[C:5](=[CH:6][C:7]([S:11]([NH:14][C@H:15]3[CH2:19][CH2:18][N:17]([C:20]4[CH:21]=[C:22]5[C:26](=[CH:27][CH:28]=4)[CH:25]([N:29]([CH3:30])[CH3:31])[CH2:24][CH2:23]5)[C:16]3=[O:32])(=[O:13])=[O:12])=[CH:8][CH:9]=2)[NH:4][CH:3]=1. (5) Given the reactants [F:1][C:2]([F:15])([F:14])[C:3]1[C:11]([C:12]#[N:13])=[CH:10][CH:9]=[C:8]2[C:4]=1[CH:5]=[CH:6][NH:7]2.Br[CH:17]([CH2:22][CH3:23])[C:18]([O:20][CH3:21])=[O:19], predict the reaction product. The product is: [C:12]([C:11]1[C:3]([C:2]([F:14])([F:1])[F:15])=[C:4]2[C:8](=[CH:9][CH:10]=1)[N:7]([CH:17]([CH2:22][CH3:23])[C:18]([O:20][CH3:21])=[O:19])[CH:6]=[CH:5]2)#[N:13]. (6) Given the reactants [F:1][C:2]1[CH:10]=[CH:9][C:5]([C:6](O)=[O:7])=[CH:4][C:3]=1[C:11]1[CH:12]=[C:13]([CH:21]([CH3:23])[CH3:22])[CH:14]=[C:15]2[C:20]=1[N:19]=[CH:18][CH:17]=[CH:16]2.CCN=C=NCCCN(C)C.[NH2:35][C:36]1[N:37]([CH3:42])[CH2:38][C:39](=[O:41])[N:40]=1, predict the reaction product. The product is: [F:1][C:2]1[CH:10]=[CH:9][C:5]([C:6]([NH:35][C:36]2[N:37]([CH3:42])[CH2:38][C:39](=[O:41])[N:40]=2)=[O:7])=[CH:4][C:3]=1[C:11]1[CH:12]=[C:13]([CH:21]([CH3:22])[CH3:23])[CH:14]=[C:15]2[C:20]=1[N:19]=[CH:18][CH:17]=[CH:16]2. (7) Given the reactants [CH2:1]([O:3][C:4]1[CH:5]=[C:6]([CH:27]=[CH:28][C:29]=1[O:30][CH3:31])[CH2:7][N:8]1[CH2:13][CH2:12][CH:11]([NH:14][C:15]2[O:16][C:17]3[C:23]([C:24]([OH:26])=O)=[CH:22][CH:21]=[CH:20][C:18]=3[N:19]=2)[CH2:10][CH2:9]1)[CH3:2].C1N=[CH:35][N:34](C(N2C=NC=C2)=O)[CH:33]=1.CNC.C(O)C, predict the reaction product. The product is: [CH3:33][N:34]([CH3:35])[C:24]([C:23]1[C:17]2[O:16][C:15]([NH:14][CH:11]3[CH2:10][CH2:9][N:8]([CH2:7][C:6]4[CH:27]=[CH:28][C:29]([O:30][CH3:31])=[C:4]([O:3][CH2:1][CH3:2])[CH:5]=4)[CH2:13][CH2:12]3)=[N:19][C:18]=2[CH:20]=[CH:21][CH:22]=1)=[O:26].